Dataset: NCI-60 drug combinations with 297,098 pairs across 59 cell lines. Task: Regression. Given two drug SMILES strings and cell line genomic features, predict the synergy score measuring deviation from expected non-interaction effect. (1) Drug 1: CCC(=C(C1=CC=CC=C1)C2=CC=C(C=C2)OCCN(C)C)C3=CC=CC=C3.C(C(=O)O)C(CC(=O)O)(C(=O)O)O. Drug 2: C1=CC=C(C(=C1)C(C2=CC=C(C=C2)Cl)C(Cl)Cl)Cl. Cell line: NCI/ADR-RES. Synergy scores: CSS=2.07, Synergy_ZIP=0.665, Synergy_Bliss=1.50, Synergy_Loewe=-2.73, Synergy_HSA=-1.76. (2) Drug 1: CC(C1=C(C=CC(=C1Cl)F)Cl)OC2=C(N=CC(=C2)C3=CN(N=C3)C4CCNCC4)N. Drug 2: C1C(C(OC1N2C=C(C(=O)NC2=O)F)CO)O. Cell line: 786-0. Synergy scores: CSS=8.31, Synergy_ZIP=-2.34, Synergy_Bliss=-3.13, Synergy_Loewe=-9.44, Synergy_HSA=-2.67. (3) Drug 1: CC1=CC=C(C=C1)C2=CC(=NN2C3=CC=C(C=C3)S(=O)(=O)N)C(F)(F)F. Drug 2: CCC1(CC2CC(C3=C(CCN(C2)C1)C4=CC=CC=C4N3)(C5=C(C=C6C(=C5)C78CCN9C7C(C=CC9)(C(C(C8N6C)(C(=O)OC)O)OC(=O)C)CC)OC)C(=O)OC)O.OS(=O)(=O)O. Cell line: SNB-19. Synergy scores: CSS=1.02, Synergy_ZIP=0.723, Synergy_Bliss=1.53, Synergy_Loewe=-1.88, Synergy_HSA=-0.953. (4) Drug 1: C1CCC(C1)C(CC#N)N2C=C(C=N2)C3=C4C=CNC4=NC=N3. Drug 2: CC1C(C(=O)NC(C(=O)N2CCCC2C(=O)N(CC(=O)N(C(C(=O)O1)C(C)C)C)C)C(C)C)NC(=O)C3=C4C(=C(C=C3)C)OC5=C(C(=O)C(=C(C5=N4)C(=O)NC6C(OC(=O)C(N(C(=O)CN(C(=O)C7CCCN7C(=O)C(NC6=O)C(C)C)C)C)C(C)C)C)N)C. Cell line: UACC-257. Synergy scores: CSS=-2.42, Synergy_ZIP=6.17, Synergy_Bliss=5.54, Synergy_Loewe=4.01, Synergy_HSA=2.86. (5) Drug 1: C1=NNC2=C1C(=O)NC=N2. Drug 2: CC(C)CN1C=NC2=C1C3=CC=CC=C3N=C2N. Cell line: SF-268. Synergy scores: CSS=-3.53, Synergy_ZIP=12.9, Synergy_Bliss=4.47, Synergy_Loewe=-2.89, Synergy_HSA=-1.92. (6) Drug 1: C1CN1C2=NC(=NC(=N2)N3CC3)N4CC4. Drug 2: CC1C(C(CC(O1)OC2CC(CC3=C2C(=C4C(=C3O)C(=O)C5=C(C4=O)C(=CC=C5)OC)O)(C(=O)CO)O)N)O.Cl. Cell line: OVCAR-8. Synergy scores: CSS=42.4, Synergy_ZIP=-6.34, Synergy_Bliss=-3.34, Synergy_Loewe=0.815, Synergy_HSA=1.66. (7) Drug 1: CC12CCC3C(C1CCC2=O)CC(=C)C4=CC(=O)C=CC34C. Drug 2: CNC(=O)C1=NC=CC(=C1)OC2=CC=C(C=C2)NC(=O)NC3=CC(=C(C=C3)Cl)C(F)(F)F. Cell line: MDA-MB-435. Synergy scores: CSS=65.5, Synergy_ZIP=0.293, Synergy_Bliss=0.756, Synergy_Loewe=-10.6, Synergy_HSA=2.04.